Predict which catalyst facilitates the given reaction. From a dataset of Catalyst prediction with 721,799 reactions and 888 catalyst types from USPTO. (1) Reactant: [CH2:1]([O:8][N:9]1[C:21]2[C:20]3[CH:19]=[CH:18][CH:17]=[CH:16][C:15]=3[N:14]=[CH:13][C:12]=2[N:11]=[C:10]1[CH2:22][CH2:23][CH3:24])[C:2]1[CH:7]=[CH:6][CH:5]=[CH:4][CH:3]=1.ClC1C=C(C=CC=1)C(OO)=O.ClC(Cl)(Cl)C([N:40]=C=O)=O. Product: [CH2:1]([O:8][N:9]1[C:21]2[C:20]3[CH:19]=[CH:18][CH:17]=[CH:16][C:15]=3[N:14]=[C:13]([NH2:40])[C:12]=2[N:11]=[C:10]1[CH2:22][CH2:23][CH3:24])[C:2]1[CH:7]=[CH:6][CH:5]=[CH:4][CH:3]=1. The catalyst class is: 4. (2) Reactant: Br[C:2]1[C:6]2[N:7]=[CH:8][N:9]=[C:10]([O:11][CH:12]3[CH2:17][CH2:16][N:15]([C:18]([O:20][C:21]([CH3:24])([CH3:23])[CH3:22])=[O:19])[CH2:14][CH2:13]3)[C:5]=2[S:4][CH:3]=1.[CH3:25][S:26]([C:29]1[CH:34]=[CH:33][C:32](B(O)O)=[CH:31][CH:30]=1)(=[O:28])=[O:27].C([O-])([O-])=O.[Na+].[Na+]. Product: [CH3:25][S:26]([C:29]1[CH:34]=[CH:33][C:32]([C:2]2[C:6]3[N:7]=[CH:8][N:9]=[C:10]([O:11][CH:12]4[CH2:17][CH2:16][N:15]([C:18]([O:20][C:21]([CH3:24])([CH3:23])[CH3:22])=[O:19])[CH2:14][CH2:13]4)[C:5]=3[S:4][CH:3]=2)=[CH:31][CH:30]=1)(=[O:28])=[O:27]. The catalyst class is: 203. (3) Reactant: [CH:1]1([C:4]2[N:8]([CH2:9][C:10]3[C:11]([CH3:16])=[N:12][O:13][C:14]=3[CH3:15])[N:7]=[C:6]([C:17]3[N:22]=[C:21]([NH2:23])[C:20]([O:24][CH3:25])=[CH:19][N:18]=3)[C:5]=2[CH3:26])[CH2:3][CH2:2]1.Cl.[CH2:28]([O:30][C:31](=[O:39])[C:32]1[C:37](Cl)=[CH:36][CH:35]=[N:34][CH:33]=1)[CH3:29].C(=O)([O-])[O-].[Cs+].[Cs+].C1(P(C2C=CC=CC=2)C2C3OC4C(=CC=CC=4P(C4C=CC=CC=4)C4C=CC=CC=4)C(C)(C)C=3C=CC=2)C=CC=CC=1. Product: [CH:1]1([C:4]2[N:8]([CH2:9][C:10]3[C:11]([CH3:16])=[N:12][O:13][C:14]=3[CH3:15])[N:7]=[C:6]([C:17]3[N:22]=[C:21]([NH:23][C:37]4[C:32]([C:31]([O:30][CH2:28][CH3:29])=[O:39])=[CH:33][N:34]=[CH:35][CH:36]=4)[C:20]([O:24][CH3:25])=[CH:19][N:18]=3)[C:5]=2[CH3:26])[CH2:3][CH2:2]1. The catalyst class is: 160. (4) Reactant: [Cl:1][C:2]1[C:9]([CH3:10])=[C:8]([C:11]2[C@@H:12]([O:20][CH:21]3[CH2:26][CH2:25][CH2:24][CH2:23][O:22]3)[C@@H:13]3[C@@H:18]([OH:19])[CH2:17][CH2:16][N:14]3[N:15]=2)[CH:7]=[CH:6][C:3]=1[C:4]#[N:5].C1C=CC(P(C2C=CC=CC=2)C2C=CC=CC=2)=CC=1.[C:46](O)(=[O:53])[C:47]1[CH:52]=[CH:51][CH:50]=[CH:49][CH:48]=1.CC(OC(/N=N/C(OC(C)C)=O)=O)C. Product: [C:46]([O:19][C@H:18]1[C@@H:13]2[N:14]([N:15]=[C:11]([C:8]3[CH:7]=[CH:6][C:3]([C:4]#[N:5])=[C:2]([Cl:1])[C:9]=3[CH3:10])[C@H:12]2[O:20][CH:21]2[CH2:26][CH2:25][CH2:24][CH2:23][O:22]2)[CH2:16][CH2:17]1)(=[O:53])[C:47]1[CH:52]=[CH:51][CH:50]=[CH:49][CH:48]=1. The catalyst class is: 56. (5) Product: [NH2:57][C:3]1[C:2]([Cl:1])=[C:7]([O:8][C:9]2[CH:14]=[CH:13][C:12]([NH:15][C:16]([C:18]3[C:19](=[O:34])[N:20]([C:27]4[CH:28]=[CH:29][C:30]([F:33])=[CH:31][CH:32]=4)[CH:21]=[CH:22][C:23]=3[O:43][CH2:40][CH3:41])=[O:17])=[CH:11][C:10]=2[F:35])[CH:6]=[CH:5][N:4]=1. The catalyst class is: 13. Reactant: [Cl:1][C:2]1[C:3](C(N)=O)=[N:4][CH:5]=[CH:6][C:7]=1[O:8][C:9]1[CH:14]=[CH:13][C:12]([NH:15][C:16]([C:18]2[C:19](=[O:34])[N:20]([C:27]3[CH:32]=[CH:31][C:30]([F:33])=[CH:29][CH:28]=3)[CH:21]=[CH:22][C:23]=2OCC)=[O:17])=[CH:11][C:10]=1[F:35].O.[C:40]([OH:43])(=O)[CH3:41].C(O)(=O)C.IC1C=CC=CC=1.C(#[N:57])C.